Dataset: Forward reaction prediction with 1.9M reactions from USPTO patents (1976-2016). Task: Predict the product of the given reaction. Given the reactants [CH2:1]([N:3]([CH2:17][CH3:18])[C:4]1[CH:13]=[C:12]2[C:7]([CH:8]=[C:9]([CH:15]=O)[C:10](=[O:14])[O:11]2)=[CH:6][CH:5]=1)[CH3:2].[Br-:19].[C:20]([CH2:23][CH2:24][CH2:25][CH2:26][CH2:27][N+:28]1[CH:33]=[CH:32][CH:31]=[CH:30][C:29]=1[CH3:34])([OH:22])=[O:21], predict the reaction product. The product is: [Br-:19].[C:20]([CH2:23][CH2:24][CH2:25][CH2:26][CH2:27][N+:28]1[CH:33]=[CH:32][CH:31]=[CH:30][C:29]=1/[CH:34]=[CH:15]/[C:9]1[C:10](=[O:14])[O:11][C:12]2[C:7]([CH:8]=1)=[CH:6][CH:5]=[C:4]([N:3]([CH2:17][CH3:18])[CH2:1][CH3:2])[CH:13]=2)([OH:22])=[O:21].